From a dataset of Reaction yield outcomes from USPTO patents with 853,638 reactions. Predict the reaction yield, written as a fraction of the theoretical maximum amount of product (1.0 means a 100% yield; for example, 0.34 means a 34% yield). (1) The reactants are [C:1]1([CH:7]([NH:25][C:26]([O:28][C@@H:29]2[CH:34]3[CH2:35][CH2:36][N:31]([CH2:32][CH2:33]3)[CH2:30]2)=[O:27])[C:8]2[CH:9]=[C:10]([CH:22]=[CH:23][CH:24]=2)[O:11][CH2:12][C:13]2[CH:21]=[CH:20][C:16]([C:17](O)=[O:18])=[CH:15][CH:14]=2)[CH:6]=[CH:5][CH:4]=[CH:3][CH:2]=1.CN(C(ON1N=NC2C=CC=NC1=2)=[N+](C)C)C.F[P-](F)(F)(F)(F)F.C(N(C(C)C)CC)(C)C.[NH2:70][CH2:71][CH2:72][CH:73]([O:77][CH2:78][CH3:79])[O:74][CH2:75][CH3:76]. The catalyst is CN(C=O)C.C(OCC)(=O)C. The product is [N:31]12[CH2:32][CH2:33][CH:34]([CH2:35][CH2:36]1)[C@@H:29]([O:28][C:26](=[O:27])[NH:25][CH:7]([C:8]1[CH:24]=[CH:23][CH:22]=[C:10]([O:11][CH2:12][C:13]3[CH:21]=[CH:20][C:16]([C:17](=[O:18])[NH:70][CH2:71][CH2:72][CH:73]([O:77][CH2:78][CH3:79])[O:74][CH2:75][CH3:76])=[CH:15][CH:14]=3)[CH:9]=1)[C:1]1[CH:2]=[CH:3][CH:4]=[CH:5][CH:6]=1)[CH2:30]2. The yield is 0.990. (2) The reactants are F[C:2]1[CH:3]=[C:4]([C:9]2[CH:10]=[C:11]([C:20]([O:22][CH3:23])=[O:21])[C:12](=[O:19])[N:13]([CH2:15][CH:16]([CH3:18])[CH3:17])[N:14]=2)[CH:5]=[CH:6][C:7]=1C.COC(C1C(=O)NN=C(C2C=CC=CC=2)C=1)=O. No catalyst specified. The product is [CH2:15]([N:13]1[C:12](=[O:19])[C:11]([C:20]([O:22][CH3:23])=[O:21])=[CH:10][C:9]([C:4]2[CH:3]=[CH:2][CH:7]=[CH:6][CH:5]=2)=[N:14]1)[CH:16]([CH3:18])[CH3:17]. The yield is 0.941. (3) The reactants are [NH2:1][C:2]1[CH:3]=[C:4]([N:8]([CH2:16][C:17]2[CH:22]=[CH:21][CH:20]=[C:19]([O:23][C:24]([F:29])([F:28])[CH:25]([F:27])[F:26])[CH:18]=2)[CH2:9][CH:10]([OH:15])[C:11]([F:14])([F:13])[F:12])[CH:5]=[CH:6][CH:7]=1.C(N(CC)CC)C.[F:37][C:38]1[CH:43]=[CH:42][C:41]([N:44]=[C:45]=[O:46])=[CH:40][CH:39]=1. The catalyst is ClCCl. The product is [F:37][C:38]1[CH:43]=[CH:42][C:41]([NH:44][C:45]([NH:1][C:2]2[CH:7]=[CH:6][CH:5]=[C:4]([N:8]([CH2:16][C:17]3[CH:22]=[CH:21][CH:20]=[C:19]([O:23][C:24]([F:28])([F:29])[CH:25]([F:26])[F:27])[CH:18]=3)[CH2:9][CH:10]([OH:15])[C:11]([F:14])([F:13])[F:12])[CH:3]=2)=[O:46])=[CH:40][CH:39]=1. The yield is 0.400.